From a dataset of Full USPTO retrosynthesis dataset with 1.9M reactions from patents (1976-2016). Predict the reactants needed to synthesize the given product. (1) Given the product [I:11][CH2:12][C:1]1([C:7]([O:9][CH3:10])=[O:8])[CH2:6][CH2:5][CH2:4][CH2:3][CH2:2]1, predict the reactants needed to synthesize it. The reactants are: [CH:1]1([C:7]([O:9][CH3:10])=[O:8])[CH2:6][CH2:5][CH2:4][CH2:3][CH2:2]1.[I:11][CH2:12]I. (2) Given the product [F:1][C:2]1[CH:7]=[CH:6][CH:5]=[CH:4][C:3]=1[NH:8][C:9]1[O:13][C:12]([C:14]([NH:16][C:17]2[CH:22]=[CH:21][C:20]([CH2:23][CH2:24][CH2:25][C:26]([OH:28])=[O:27])=[CH:19][CH:18]=2)=[O:15])=[N:11][N:10]=1, predict the reactants needed to synthesize it. The reactants are: [F:1][C:2]1[CH:7]=[CH:6][CH:5]=[CH:4][C:3]=1[NH:8][C:9]1[O:13][C:12]([C:14]([NH:16][C:17]2[CH:22]=[CH:21][C:20]([CH2:23][CH2:24][CH2:25][C:26]([O:28]C)=[O:27])=[CH:19][CH:18]=2)=[O:15])=[N:11][N:10]=1.CO.[OH-].[Na+].Cl. (3) Given the product [C:14]([C:13]1[C:12](=[O:17])[NH:11][C:5]2[C:4]([C:3]=1[OH:18])=[CH:9][C:8]([F:10])=[CH:7][CH:6]=2)(=[O:16])[CH3:15], predict the reactants needed to synthesize it. The reactants are: CO[C:3](=[O:18])[C:4]1[CH:9]=[C:8]([F:10])[CH:7]=[CH:6][C:5]=1[NH:11][C:12](=[O:17])[CH2:13][C:14](=[O:16])[CH3:15].O(C)[Na]. (4) Given the product [CH3:2][O:3][C:4]1[C:12]2[O:11][C:10]([CH3:14])([CH3:13])[CH2:9][C:8]=2[C:7]([C:15]2[C:16]([CH3:28])([CH3:27])[C:17](=[O:26])[N:18]([CH:20]3[CH2:25][CH2:24][N:23]([S:39]([C:34]4[CH:35]=[CH:36][CH:37]=[C:38]5[C:33]=4[CH:32]=[CH:31][N:30]5[CH3:29])(=[O:40])=[O:41])[CH2:22][CH2:21]3)[N:19]=2)=[CH:6][CH:5]=1, predict the reactants needed to synthesize it. The reactants are: Cl.[CH3:2][O:3][C:4]1[C:12]2[O:11][C:10]([CH3:14])([CH3:13])[CH2:9][C:8]=2[C:7]([C:15]2[C:16]([CH3:28])([CH3:27])[C:17](=[O:26])[N:18]([CH:20]3[CH2:25][CH2:24][NH:23][CH2:22][CH2:21]3)[N:19]=2)=[CH:6][CH:5]=1.[CH3:29][N:30]1[C:38]2[CH:37]=[CH:36][CH:35]=[C:34]([S:39](Cl)(=[O:41])=[O:40])[C:33]=2[CH:32]=[CH:31]1. (5) Given the product [CH3:46][O:47][CH2:48][C:49]1[CH:50]=[CH:51][C:52]([C:55]2[CH:56]=[CH:57][C:58]([C:61](=[O:63])[N:6]([CH:5]([C:4]([NH:3][CH3:2])=[O:12])[C:8]([O:9][CH3:10])=[O:11])[CH3:7])=[CH:59][CH:60]=2)=[CH:53][CH:54]=1, predict the reactants needed to synthesize it. The reactants are: Cl.[CH3:2][NH:3][C:4](=[O:12])[C@H:5]([C:8](=[O:11])[O:9][CH3:10])[NH:6][CH3:7].CN(C(ON1N=NC2C=CC=NC1=2)=[N+](C)C)C.F[P-](F)(F)(F)(F)F.CCN(C(C)C)C(C)C.[CH3:46][O:47][CH2:48][C:49]1[CH:54]=[CH:53][C:52]([C:55]2[CH:60]=[CH:59][C:58]([C:61]([OH:63])=O)=[CH:57][CH:56]=2)=[CH:51][CH:50]=1. (6) Given the product [Cl:1][C:2]1[CH:3]=[C:4]([CH:7]=[C:8]([Cl:27])[C:9]=1[O:10][C:11]1[CH:16]=[CH:15][C:14]([OH:17])=[C:13]([CH2:19][C:20]2[CH:25]=[CH:24][C:23]([F:26])=[CH:22][CH:21]=2)[CH:12]=1)[CH2:5][Br:29], predict the reactants needed to synthesize it. The reactants are: [Cl:1][C:2]1[CH:3]=[C:4]([CH:7]=[C:8]([Cl:27])[C:9]=1[O:10][C:11]1[CH:16]=[CH:15][C:14]([O:17]C)=[C:13]([CH2:19][C:20]2[CH:25]=[CH:24][C:23]([F:26])=[CH:22][CH:21]=2)[CH:12]=1)[CH2:5]O.B(Br)(Br)[Br:29]. (7) Given the product [Br:1][C:2]1[CH:3]=[CH:4][C:5]([N:8]2[C:12]([C:13]3[O:14][C:15](=[O:46])[N:44]([CH3:41])[N:45]=3)=[CH:11][C:10]([C:18]([F:19])([F:20])[F:21])=[N:9]2)=[N:6][CH:7]=1, predict the reactants needed to synthesize it. The reactants are: [Br:1][C:2]1[CH:3]=[CH:4][C:5]([N:8]2[C:12]([C:13]3[O:14][CH:15]=CC=3)=[CH:11][C:10]([C:18]([F:21])([F:20])[F:19])=[N:9]2)=[N:6][CH:7]=1.FC(F)(F)C(=O)CC(C1OC=CC=1)=O.Cl.BrC1C=C[C:41]([NH:44][NH2:45])=NC=1.[OH-:46].[Na+]. (8) Given the product [I:8][C:5]1[CH:6]=[CH:7][C:2]([NH:1][C:10]([C:12]([CH3:19])([CH3:18])[CH2:13][O:14][C:15](=[O:17])[CH3:16])=[O:11])=[N:3][CH:4]=1, predict the reactants needed to synthesize it. The reactants are: [NH2:1][C:2]1[CH:7]=[CH:6][C:5]([I:8])=[CH:4][N:3]=1.Cl[C:10]([C:12]([CH3:19])([CH3:18])[CH2:13][O:14][C:15](=[O:17])[CH3:16])=[O:11].